Dataset: Forward reaction prediction with 1.9M reactions from USPTO patents (1976-2016). Task: Predict the product of the given reaction. (1) The product is: [CH:14]([CH:10]1[NH:11][CH2:12][CH2:13][N:8]([C:6]2[CH:5]=[CH:4][N:3]=[CH:2][N:7]=2)[CH2:9]1)([CH3:16])[CH3:15]. Given the reactants Cl[C:2]1[N:7]=[C:6]([N:8]2[CH2:13][CH2:12][NH:11][CH:10]([CH:14]([CH3:16])[CH3:15])[CH2:9]2)[CH:5]=[CH:4][N:3]=1.C([O-])=O.[NH4+], predict the reaction product. (2) Given the reactants [N:1]1[CH:6]=[CH:5][C:4]([C:7]2[CH:15]=[CH:14][C:10]([C:11]([OH:13])=O)=[CH:9][CH:8]=2)=[CH:3][CH:2]=1.C(N(CC)CC)C.C(N1C=CN=C1)(N1C=CN=C1)=O.Cl.[Br:36][C:37]1[CH:38]=[C:39]2[C:44](=[CH:45][CH:46]=1)[CH:43]=[C:42]([S:47]([N:50]1[CH2:55][CH2:54][NH:53][CH2:52][CH2:51]1)(=[O:49])=[O:48])[CH:41]=[CH:40]2, predict the reaction product. The product is: [Br:36][C:37]1[CH:38]=[C:39]2[C:44](=[CH:45][CH:46]=1)[CH:43]=[C:42]([S:47]([N:50]1[CH2:51][CH2:52][N:53]([C:11](=[O:13])[C:10]3[CH:9]=[CH:8][C:7]([C:4]4[CH:3]=[CH:2][N:1]=[CH:6][CH:5]=4)=[CH:15][CH:14]=3)[CH2:54][CH2:55]1)(=[O:48])=[O:49])[CH:41]=[CH:40]2. (3) Given the reactants [Br:1][C:2]1[C:11]2[C:6](=[CH:7][CH:8]=[CH:9][CH:10]=2)[CH:5]=[N:4][CH:3]=1.[N+:12]([O-])([O-:14])=[O:13].[K+].CCCCCC.N, predict the reaction product. The product is: [Br:1][C:2]1[C:11]2[C:6](=[CH:7][CH:8]=[CH:9][C:10]=2[N+:12]([O-:14])=[O:13])[CH:5]=[N:4][CH:3]=1. (4) Given the reactants Cl[C:2]1[CH:7]=[CH:6][N:5]=[C:4]([NH2:8])[C:3]=1[N+:9]([O-:11])=[O:10].[CH2:12]([N:19]1[CH2:24][CH2:23][C@@H:22]([CH3:25])[C@@H:21]([NH:26][CH3:27])[CH2:20]1)[C:13]1[CH:18]=[CH:17][CH:16]=[CH:15][CH:14]=1.C(N(CC)C(C)C)(C)C, predict the reaction product. The product is: [CH2:12]([N:19]1[CH2:24][CH2:23][C@@H:22]([CH3:25])[C@@H:21]([N:26]([CH3:27])[C:2]2[CH:7]=[CH:6][N:5]=[C:4]([NH2:8])[C:3]=2[N+:9]([O-:11])=[O:10])[CH2:20]1)[C:13]1[CH:14]=[CH:15][CH:16]=[CH:17][CH:18]=1. (5) Given the reactants [O:1]([C:8]1[CH:13]=[CH:12][C:11]([NH:14][C:15]2[C:24]3[C:19](=[CH:20][C:21]([O:26][C@H:27]4[CH2:31][CH2:30][O:29][CH2:28]4)=[C:22]([NH2:25])[CH:23]=3)[N:18]=[CH:17][N:16]=2)=[CH:10][CH:9]=1)[C:2]1[CH:7]=[CH:6][CH:5]=[CH:4][CH:3]=1.O1CCOCC1.C(Cl)Cl.[C:41](Cl)(=[O:44])[CH:42]=[CH2:43], predict the reaction product. The product is: [O:1]([C:8]1[CH:9]=[CH:10][C:11]([NH:14][C:15]2[C:24]3[C:19](=[CH:20][C:21]([O:26][C@H:27]4[CH2:31][CH2:30][O:29][CH2:28]4)=[C:22]([NH:25][C:41](=[O:44])[CH:42]=[CH2:43])[CH:23]=3)[N:18]=[CH:17][N:16]=2)=[CH:12][CH:13]=1)[C:2]1[CH:3]=[CH:4][CH:5]=[CH:6][CH:7]=1. (6) Given the reactants C(OC(=O)[NH:7][CH2:8][C:9]1[CH:10]=[N:11][C:12]([NH2:15])=[CH:13][CH:14]=1)(C)(C)C.[ClH:17].O1CCOCC1, predict the reaction product. The product is: [ClH:17].[ClH:17].[NH2:7][CH2:8][C:9]1[CH:14]=[CH:13][C:12]([NH2:15])=[N:11][CH:10]=1.